Dataset: Forward reaction prediction with 1.9M reactions from USPTO patents (1976-2016). Task: Predict the product of the given reaction. (1) Given the reactants [Cl:1][C:2]1[CH:7]=[CH:6][N:5]=[C:4]([NH2:8])[CH:3]=1.[I:9]N1C(=O)CCC1=O, predict the reaction product. The product is: [Cl:1][C:2]1[C:7]([I:9])=[CH:6][N:5]=[C:4]([NH2:8])[CH:3]=1. (2) Given the reactants [CH3:1][N:2]1[C:6]([C:7]2[S:16][C:10]3[N:11]=[CH:12][N:13]=[C:14]([NH2:15])[C:9]=3[CH:8]=2)=[C:5]([C:17]2[CH:22]=[CH:21][CH:20]=[CH:19][CH:18]=2)[N:4]=[CH:3]1.[CH3:23][C:24](N(C)C)=[O:25].CCN(C(C)C)C(C)C.C(OC(=O)C)(=O)C, predict the reaction product. The product is: [CH3:1][N:2]1[C:6]([C:7]2[S:16][C:10]3[N:11]=[CH:12][N:13]=[C:14]([NH:15][C:24](=[O:25])[CH3:23])[C:9]=3[CH:8]=2)=[C:5]([C:17]2[CH:18]=[CH:19][CH:20]=[CH:21][CH:22]=2)[N:4]=[CH:3]1. (3) Given the reactants [I:1]I.[CH2:3]([O:10][C:11]1[C:16]([CH2:17][C:18]([F:21])([F:20])[F:19])=[CH:15][CH:14]=[CH:13][C:12]=1[CH3:22])[C:4]1[CH:9]=[CH:8][CH:7]=[CH:6][CH:5]=1, predict the reaction product. The product is: [CH2:3]([O:10][C:11]1[C:16]([CH2:17][C:18]([F:20])([F:19])[F:21])=[CH:15][C:14]([I:1])=[CH:13][C:12]=1[CH3:22])[C:4]1[CH:5]=[CH:6][CH:7]=[CH:8][CH:9]=1. (4) Given the reactants [N+:1]([C:4]1[CH:18]=[CH:17][C:7]2[CH2:8][CH2:9][N:10]([C:13]([O:15][CH3:16])=[O:14])[CH2:11][CH2:12][C:6]=2[CH:5]=1)([O-])=O.C(OC)(C)(C)C, predict the reaction product. The product is: [NH2:1][C:4]1[CH:18]=[CH:17][C:7]2[CH2:8][CH2:9][N:10]([C:13]([O:15][CH3:16])=[O:14])[CH2:11][CH2:12][C:6]=2[CH:5]=1. (5) The product is: [CH3:1][C:2]1([CH3:12])[CH2:8][C:7]([CH2:10][NH2:11])([CH3:9])[CH2:6][CH:4]([NH2:13])[CH2:3]1. Given the reactants [CH3:1][C:2]1([CH3:12])[CH2:8][C:7]([C:10]#[N:11])([CH3:9])[CH2:6][C:4](=O)[CH2:3]1.[NH3:13].[H][H], predict the reaction product. (6) Given the reactants C(O)(C(F)(F)F)=O.C(OC([N:15]([C:42]1[CH:47]=[CH:46][CH:45]=[CH:44][N:43]=1)[CH2:16][CH2:17][O:18][C:19]1[CH:41]=[CH:40][C:22]([CH2:23][C@@H:24]([C:36]([O:38][CH3:39])=[O:37])[NH:25][C:26](=[O:35])[C:27]2[C:32]([Cl:33])=[CH:31][CH:30]=[CH:29][C:28]=2[Cl:34])=[CH:21][CH:20]=1)=O)(C)(C)C, predict the reaction product. The product is: [Cl:34][C:28]1[CH:29]=[CH:30][CH:31]=[C:32]([Cl:33])[C:27]=1[C:26]([NH:25][C@H:24]([C:36]([O:38][CH3:39])=[O:37])[CH2:23][C:22]1[CH:40]=[CH:41][C:19]([O:18][CH2:17][CH2:16][NH:15][C:42]2[CH:47]=[CH:46][CH:45]=[CH:44][N:43]=2)=[CH:20][CH:21]=1)=[O:35].